From a dataset of Peptide-MHC class I binding affinity with 185,985 pairs from IEDB/IMGT. Regression. Given a peptide amino acid sequence and an MHC pseudo amino acid sequence, predict their binding affinity value. This is MHC class I binding data. (1) The peptide sequence is PLTGNNTITT. The MHC is HLA-A02:02 with pseudo-sequence HLA-A02:02. The binding affinity (normalized) is 0.173. (2) The peptide sequence is AFDAPTLYVK. The MHC is HLA-A11:01 with pseudo-sequence HLA-A11:01. The binding affinity (normalized) is 0.482. (3) The peptide sequence is YIIRVTTEL. The MHC is HLA-A31:01 with pseudo-sequence HLA-A31:01. The binding affinity (normalized) is 0. (4) The peptide sequence is PLYRLSPKK. The MHC is HLA-A02:06 with pseudo-sequence HLA-A02:06. The binding affinity (normalized) is 0.284. (5) The peptide sequence is VSFQQPLQQY. The MHC is HLA-A33:01 with pseudo-sequence HLA-A33:01. The binding affinity (normalized) is 0. (6) The peptide sequence is INIYDLFV. The MHC is H-2-Kb with pseudo-sequence H-2-Kb. The binding affinity (normalized) is 0.339.